This data is from Forward reaction prediction with 1.9M reactions from USPTO patents (1976-2016). The task is: Predict the product of the given reaction. (1) The product is: [CH:11]1([NH:18][C:19]([N:3]2[C:4]3[C:9](=[CH:8][CH:7]=[CH:6][CH:5]=3)[CH2:10][CH:2]2[CH3:1])=[O:20])[CH2:17][CH2:16][CH2:15][CH2:14][CH2:13][CH2:12]1. Given the reactants [CH3:1][CH:2]1[CH2:10][C:9]2[C:4](=[CH:5][CH:6]=[CH:7][CH:8]=2)[NH:3]1.[CH:11]1([N:18]=[C:19]=[O:20])[CH2:17][CH2:16][CH2:15][CH2:14][CH2:13][CH2:12]1, predict the reaction product. (2) Given the reactants [Br:1][C:2]1[CH:8]=[C:7]([Cl:9])[CH:6]=[C:5]([F:10])[C:3]=1[NH2:4].[C:11](=O)(OC(Cl)(Cl)Cl)[O:12]C(Cl)(Cl)Cl.O1CCOCC1, predict the reaction product. The product is: [Br:1][C:2]1[CH:8]=[C:7]([Cl:9])[CH:6]=[C:5]([F:10])[C:3]=1[N:4]=[C:11]=[O:12]. (3) Given the reactants [Si]([O:8][C:9]1[C:17]2[N:16]=[N:15][N:14]([CH2:18][O:19][CH2:20][CH2:21][Si:22]([CH3:25])([CH3:24])[CH3:23])[C:13]=2[CH:12]=[CH:11][CH:10]=1)(C(C)(C)C)(C)C.[F-].C([N+](CCCC)(CCCC)CCCC)CCC, predict the reaction product. The product is: [CH3:23][Si:22]([CH3:25])([CH3:24])[CH2:21][CH2:20][O:19][CH2:18][N:14]1[C:13]2[CH:12]=[CH:11][CH:10]=[C:9]([OH:8])[C:17]=2[N:16]=[N:15]1. (4) Given the reactants [Cl:1][C:2]1[C:11]2[C:6](=[CH:7][C:8]([F:13])=[CH:9][C:10]=2[F:12])[N:5]=[C:4]([C:14]2[CH:19]=[C:18]([O:20][C:21]([F:24])([F:23])[F:22])[CH:17]=[CH:16][C:15]=2SC)[C:3]=1[CH3:27].O[O:29][S:30]([O-:32])=O.[K+].[CH2:34]1COCC1, predict the reaction product. The product is: [Cl:1][C:2]1[C:11]2[C:6](=[CH:7][C:8]([F:13])=[CH:9][C:10]=2[F:12])[N:5]=[C:4]([C:14]2[CH:19]=[C:18]([O:20][C:21]([F:22])([F:23])[F:24])[CH:17]=[CH:16][C:15]=2[S:30]([CH3:34])(=[O:32])=[O:29])[C:3]=1[CH3:27].